This data is from Full USPTO retrosynthesis dataset with 1.9M reactions from patents (1976-2016). The task is: Predict the reactants needed to synthesize the given product. The reactants are: [NH:1]1[C:5]2[CH:6]=[C:7]([C:10]([O:12][CH3:13])=[O:11])[CH:8]=[CH:9][C:4]=2[N:3]=[CH:2]1.[H-].[Na+].[CH3:16]I. Given the product [CH3:16][N:3]1[C:4]2[CH:9]=[CH:8][C:7]([C:10]([O:12][CH3:13])=[O:11])=[CH:6][C:5]=2[N:1]=[CH:2]1, predict the reactants needed to synthesize it.